Task: Predict the reactants needed to synthesize the given product.. Dataset: Full USPTO retrosynthesis dataset with 1.9M reactions from patents (1976-2016) Given the product [OH:54][CH2:53][CH2:52][CH2:51][CH2:50][NH:49][C:20](=[O:22])[CH2:19][NH:18][C:1]([O:3][CH2:4][CH:5]1[C:17]2[C:12](=[CH:13][CH:14]=[CH:15][CH:16]=2)[C:11]2[C:6]1=[CH:7][CH:8]=[CH:9][CH:10]=2)=[O:2], predict the reactants needed to synthesize it. The reactants are: [C:1]([NH:18][CH2:19][C:20]([OH:22])=O)([O:3][CH2:4][CH:5]1[C:17]2[C:12](=[CH:13][CH:14]=[CH:15][CH:16]=2)[C:11]2[C:6]1=[CH:7][CH:8]=[CH:9][CH:10]=2)=[O:2].C1(N=C=NC2CCCCC2)CCCCC1.O.ON1C2C=CC=CC=2N=N1.[NH2:49][CH2:50][CH2:51][CH2:52][CH2:53][OH:54].